From a dataset of Full USPTO retrosynthesis dataset with 1.9M reactions from patents (1976-2016). Predict the reactants needed to synthesize the given product. (1) Given the product [CH2:1]([O:3][C:4]([C:6]1[C:15](=[O:16])[C:14]2[C:9](=[C:10](/[CH:19]=[CH:20]\[CH2:21][CH:22]3[CH2:26][CH2:25][CH2:24][NH:23]3)[C:11]([F:18])=[C:12]([F:17])[CH:13]=2)[N:8]([CH:27]2[CH2:28][CH2:29]2)[CH:7]=1)=[O:5])[CH3:2], predict the reactants needed to synthesize it. The reactants are: [CH2:1]([O:3][C:4]([C:6]1[C:15](=[O:16])[C:14]2[C:9](=[C:10]([C:19]#[C:20][CH2:21][CH:22]3[CH2:26][CH2:25][CH2:24][NH:23]3)[C:11]([F:18])=[C:12]([F:17])[CH:13]=2)[N:8]([CH:27]2[CH2:29][CH2:28]2)[CH:7]=1)=[O:5])[CH3:2]. (2) The reactants are: Br[C:2]1[CH:7]=[CH:6][C:5]([C:8]([N:10]2[CH2:15][CH2:14][N:13]([C:16]3[C:21]([CH3:22])=[CH:20][C:19]([CH3:23])=[CH:18][N:17]=3)[CH2:12][CH2:11]2)=[O:9])=[C:4]([Cl:24])[CH:3]=1.[CH3:25][N:26]1[CH2:30][CH2:29][NH:28][C:27]1=[O:31]. Given the product [Cl:24][C:4]1[CH:3]=[C:2]([N:28]2[CH2:29][CH2:30][N:26]([CH3:25])[C:27]2=[O:31])[CH:7]=[CH:6][C:5]=1[C:8]([N:10]1[CH2:15][CH2:14][N:13]([C:16]2[C:21]([CH3:22])=[CH:20][C:19]([CH3:23])=[CH:18][N:17]=2)[CH2:12][CH2:11]1)=[O:9], predict the reactants needed to synthesize it. (3) Given the product [Cl:1][C:2]1[CH:10]=[CH:9][C:8]([C:11]2[C:12]([C@@H:27]([NH:37][C:38](=[O:55])[CH2:39][N:40]3[C:44]4[C:45]([F:49])([F:50])[C@@H:46]5[CH2:48][C@@H:47]5[C:43]=4[C:42]([C:51]([F:54])([F:52])[F:53])=[N:41]3)[CH2:28][C:29]3[CH:34]=[C:33]([F:35])[CH:32]=[C:31]([F:36])[CH:30]=3)=[N:13][C:14]([C:17]#[C:18][C:19]3([OH:26])[CH2:20][CH2:24][CH2:63]3)=[CH:15][CH:16]=2)=[C:7]2[C:3]=1[C:4]([NH:57][S:58]([CH3:61])(=[O:60])=[O:59])=[N:5][N:6]2[CH3:56], predict the reactants needed to synthesize it. The reactants are: [Cl:1][C:2]1[CH:10]=[CH:9][C:8]([C:11]2[C:12]([C@@H:27]([NH:37][C:38](=[O:55])[CH2:39][N:40]3[C:44]4[C:45]([F:50])([F:49])[C@@H:46]5[CH2:48][C@@H:47]5[C:43]=4[C:42]([C:51]([F:54])([F:53])[F:52])=[N:41]3)[CH2:28][C:29]3[CH:34]=[C:33]([F:35])[CH:32]=[C:31]([F:36])[CH:30]=3)=[N:13][C:14]([C:17]#[C:18][CH:19]([OH:26])[C:20]3N=CN(C)[CH:24]=3)=[CH:15][CH:16]=2)=[C:7]2[C:3]=1[C:4]([NH:57][S:58]([CH3:61])(=[O:60])=[O:59])=[N:5][N:6]2[CH3:56].Cl[C:63]1N=C([C@@H](NC(=O)CN2C3C(F)(F)[C@@H]4C[C@@H]4C=3C(C(F)(F)F)=N2)CC2C=C(F)C=C(F)C=2)C(C2C=CC(Cl)=C3C=2N(C)N=C3NS(C)(=O)=O)=CC=1.C(C1(O)CCC1)#C. (4) Given the product [CH2:8]([NH:15][CH:3]([CH3:4])[CH2:2][C:1]([O:6][CH3:7])=[O:5])[C:9]1[CH:14]=[CH:13][CH:12]=[CH:11][CH:10]=1, predict the reactants needed to synthesize it. The reactants are: [C:1]([O:6][CH3:7])(=[O:5])/[CH:2]=[CH:3]/[CH3:4].[CH2:8]([NH2:15])[C:9]1[CH:14]=[CH:13][CH:12]=[CH:11][CH:10]=1. (5) The reactants are: CC1(C)[O:7][C@H:6]2[C@@H:8]([OH:13])[C@@H:9]([OH:12])[CH2:10][O:11][C@@H:5]2[CH2:4][O:3]1.Cl. Given the product [OH:3][CH2:4][C@@H:5]1[C@@H:6]([OH:7])[C@@H:8]([OH:13])[C@@H:9]([OH:12])[CH2:10][O:11]1, predict the reactants needed to synthesize it. (6) Given the product [CH2:25]([C:23]1[S:22][C:18]2[N:19]=[CH:20][N:21]=[C:16]([N:11]3[CH2:12][CH2:13][N:8]([C:1]([O:3][C:4]([CH3:7])([CH3:6])[CH3:5])=[O:2])[CH2:9][CH:10]3[CH3:14])[C:17]=2[CH:24]=1)[CH3:26], predict the reactants needed to synthesize it. The reactants are: [C:1]([N:8]1[CH2:13][CH2:12][NH:11][CH:10]([CH3:14])[CH2:9]1)([O:3][C:4]([CH3:7])([CH3:6])[CH3:5])=[O:2].Cl[C:16]1[C:17]2[CH:24]=[C:23]([CH2:25][CH3:26])[S:22][C:18]=2[N:19]=[CH:20][N:21]=1. (7) Given the product [Cl:1][C:2]1[N:3]=[N:4][CH:5]=[C:6]([C:8]2[C:13]([C:14]([OH:16])([CH3:17])[CH3:15])=[CH:12][CH:11]=[CH:10][N:9]=2)[CH:7]=1, predict the reactants needed to synthesize it. The reactants are: [Cl:1][C:2]1[N:3]=[N:4][CH:5]=[C:6]([C:8]2[C:13]([C:14](=[O:16])[CH3:15])=[CH:12][CH:11]=[CH:10][N:9]=2)[CH:7]=1.[C:17](C1C(Cl)=NC=CC=1)(=O)C.C[Mg]Cl.[Cl-].[NH4+]. (8) Given the product [Cl:1][C:2]1[C:7]([Cl:8])=[CH:6][CH:5]=[CH:4][C:3]=1[N:9]1[CH2:10][CH2:11][N:12]([CH2:15][CH2:16][CH2:17][CH2:18][O:19][C:20]2[CH:29]=[C:28]3[C:23]([CH2:24][CH2:25][C:26](=[O:35])[N:27]3[C:30]([O:32][CH2:33][O:38][C:36](=[O:39])[CH3:37])=[O:31])=[CH:22][CH:21]=2)[CH2:13][CH2:14]1, predict the reactants needed to synthesize it. The reactants are: [Cl:1][C:2]1[C:7]([Cl:8])=[CH:6][CH:5]=[CH:4][C:3]=1[N:9]1[CH2:14][CH2:13][N:12]([CH2:15][CH2:16][CH2:17][CH2:18][O:19][C:20]2[CH:29]=[C:28]3[C:23]([CH2:24][CH2:25][C:26](=[O:35])[N:27]3[C:30]([O:32][CH2:33]Cl)=[O:31])=[CH:22][CH:21]=2)[CH2:11][CH2:10]1.[C:36]([O-:39])(=[O:38])[CH3:37].[Cs+].